Dataset: Forward reaction prediction with 1.9M reactions from USPTO patents (1976-2016). Task: Predict the product of the given reaction. Given the reactants [CH2:1]([O:3][C:4]([C:6]1[C:12]2[NH:13][C:14]3[CH:15]=[CH:16][CH:17]=[CH:18][C:19]=3[C:11]=2[CH:10]([CH3:20])[CH2:9][N:8]([C:21](=[O:29])[C:22]2[CH:27]=[CH:26][C:25]([F:28])=[CH:24][CH:23]=2)[CH:7]=1)=[O:5])[CH3:2].C1C(=O)N([Br:37])C(=O)C1, predict the reaction product. The product is: [CH2:1]([O:3][C:4]([C:6]1[C:12]2[NH:13][C:14]3[CH:15]=[C:16]([Br:37])[CH:17]=[CH:18][C:19]=3[C:11]=2[CH:10]([CH3:20])[CH2:9][N:8]([C:21](=[O:29])[C:22]2[CH:27]=[CH:26][C:25]([F:28])=[CH:24][CH:23]=2)[CH:7]=1)=[O:5])[CH3:2].